Predict the reactants needed to synthesize the given product. From a dataset of Full USPTO retrosynthesis dataset with 1.9M reactions from patents (1976-2016). (1) Given the product [CH3:22][O:21][C:15]1[CH:16]=[CH:17][C:18]([CH3:20])=[CH:19][C:14]=1[S:11]([N:6]1[C:7]2[C:3](=[C:2]([CH:23]=[CH2:24])[CH:10]=[CH:9][CH:8]=2)[CH2:4][CH2:5]1)(=[O:13])=[O:12], predict the reactants needed to synthesize it. The reactants are: Br[C:2]1[CH:10]=[CH:9][CH:8]=[C:7]2[C:3]=1[CH2:4][CH2:5][N:6]2[S:11]([C:14]1[CH:19]=[C:18]([CH3:20])[CH:17]=[CH:16][C:15]=1[O:21][CH3:22])(=[O:13])=[O:12].[CH2:23]([Sn](CCCC)(CCCC)C=C)[CH2:24]CC. (2) Given the product [CH3:18][S:19]([C:22]1[CH:23]=[C:24]([C:2]2[CH:3]=[C:4]3[C:9](=[CH:10][CH:11]=2)[N:8]=[CH:7][CH:6]=[C:5]3[C:12]2[CH:17]=[CH:16][N:15]=[CH:14][CH:13]=2)[CH:25]=[N:26][CH:27]=1)(=[O:21])=[O:20], predict the reactants needed to synthesize it. The reactants are: Br[C:2]1[CH:3]=[C:4]2[C:9](=[CH:10][CH:11]=1)[N:8]=[CH:7][CH:6]=[C:5]2[C:12]1[CH:17]=[CH:16][N:15]=[CH:14][CH:13]=1.[CH3:18][S:19]([C:22]1[CH:23]=[C:24](B(O)O)[CH:25]=[N:26][CH:27]=1)(=[O:21])=[O:20].C([O-])(O)=O.[Na+]. (3) Given the product [C:35]([S:39]([CH2:42][CH2:43][CH2:44][NH:45][C:31]([C:28]1[CH2:27][CH2:26][NH:25][C:24]2[N:23]=[CH:22][N:21]=[C:20]([NH:19][C:4]3[CH:5]=[CH:6][C:7]([O:8][C:9]4[CH:14]=[CH:13][CH:12]=[C:11]([C:15]([F:18])([F:16])[F:17])[CH:10]=4)=[C:2]([Cl:1])[CH:3]=3)[C:30]=2[CH:29]=1)=[O:32])(=[O:40])=[O:41])([CH3:38])([CH3:37])[CH3:36], predict the reactants needed to synthesize it. The reactants are: [Cl:1][C:2]1[CH:3]=[C:4]([NH:19][C:20]2[C:30]3[CH:29]=[C:28]([C:31](O)=[O:32])[CH2:27][CH2:26][NH:25][C:24]=3[N:23]=[CH:22][N:21]=2)[CH:5]=[CH:6][C:7]=1[O:8][C:9]1[CH:14]=[CH:13][CH:12]=[C:11]([C:15]([F:18])([F:17])[F:16])[CH:10]=1.Cl.[C:35]([S:39]([CH2:42][CH2:43][CH2:44][NH2:45])(=[O:41])=[O:40])([CH3:38])([CH3:37])[CH3:36].Cl.C(N=C=NCCCN(C)C)C.O.ON1C2C=CC=CC=2N=N1. (4) Given the product [OH:16][C:14]1[C:13]2[C:8](=[CH:9][C:10]([CH3:17])=[CH:11][CH:12]=2)[N:7]=[C:6]([C:4]([OH:5])=[O:3])[CH:15]=1, predict the reactants needed to synthesize it. The reactants are: C([O:3][C:4]([C:6]1[CH:15]=[C:14]([OH:16])[C:13]2[C:8](=[CH:9][C:10]([CH3:17])=[CH:11][CH:12]=2)[N:7]=1)=[O:5])C.[OH-].[Na+].Cl.